Dataset: Reaction yield outcomes from USPTO patents with 853,638 reactions. Task: Predict the reaction yield, written as a fraction of the theoretical maximum amount of product (1.0 means a 100% yield; for example, 0.34 means a 34% yield). (1) The product is [ClH:2].[Cl:15][C:11]1[CH:10]=[C:9]([C:7]2[N:6]=[C:5]3[CH2:16][CH2:17][CH2:18][C:4]3=[C:3]([NH:19][C@H:20]3[CH2:25][CH2:24][C@H:23]([CH2:26][C:27]#[N:28])[CH2:22][CH2:21]3)[CH:8]=2)[CH:14]=[CH:13][CH:12]=1. No catalyst specified. The reactants are Cl.[Cl:2][C:3]1[CH:8]=[C:7]([C:9]2[CH:14]=[CH:13][CH:12]=[C:11]([Cl:15])[CH:10]=2)[N:6]=[C:5]2[CH2:16][CH2:17][CH2:18][C:4]=12.[NH2:19][CH:20]1[CH2:25][CH2:24][CH:23]([CH2:26][C:27]#[N:28])[CH2:22][CH2:21]1. The yield is 0.470. (2) The reactants are [CH2:1]([N:3]1[CH:7]=[C:6]([C:8]([F:11])([F:10])[F:9])[C:5]([C:12]([OH:14])=O)=[CH:4]1)[CH3:2].O1CCCC1.C(Cl)(=O)C(Cl)=O.[NH2:26][C:27]1[CH:28]=[C:29]([CH:46]=[CH:47][CH:48]=1)[O:30][C:31]1[CH:32]=[CH:33][C:34]2[N:35]([N:37]=[C:38]([NH:40][C:41]([CH:43]3[CH2:45][CH2:44]3)=[O:42])[N:39]=2)[CH:36]=1. The catalyst is CN(C)C=O.CN(C)C(=O)C. The product is [CH:43]1([C:41]([NH:40][C:38]2[N:39]=[C:34]3[CH:33]=[CH:32][C:31]([O:30][C:29]4[CH:28]=[C:27]([NH:26][C:12]([C:5]5[C:6]([C:8]([F:9])([F:10])[F:11])=[CH:7][N:3]([CH2:1][CH3:2])[CH:4]=5)=[O:14])[CH:48]=[CH:47][CH:46]=4)=[CH:36][N:35]3[N:37]=2)=[O:42])[CH2:44][CH2:45]1. The yield is 0.740. (3) The reactants are [CH:1]1([N:6]2[C:15]3[N:14]=[C:13]([NH:16][C:17]4[CH:18]=[CH:19][C:20]([C:28](O)=[O:29])=[C:21]5[C:25]=4[O:24][C:23]([CH3:27])([CH3:26])[CH2:22]5)[N:12]=[CH:11][C:10]=3[N:9]([CH3:31])[C:8](=[O:32])[C@H:7]2[CH2:33][CH3:34])[CH2:5][CH2:4][CH2:3][CH2:2]1.[CH:35]1([CH2:38][N:39]2[CH2:44][CH2:43][N:42]([C@H:45]3[CH2:50][CH2:49][C@H:48]([NH2:51])[CH2:47][CH2:46]3)[CH2:41][CH2:40]2)[CH2:37][CH2:36]1.F[B-](F)(F)F.N1(OC(N(C)C)=[N+](C)C)C2C=CC=CC=2N=N1.C(N(C(C)C)CC)(C)C.[Cl-].[NH4+]. The catalyst is ClCCl. The product is [CH:1]1([N:6]2[C:15]3[N:14]=[C:13]([NH:16][C:17]4[CH:18]=[CH:19][C:20]([C:28]([NH:51][C@H:48]5[CH2:47][CH2:46][C@H:45]([N:42]6[CH2:41][CH2:40][N:39]([CH2:38][CH:35]7[CH2:36][CH2:37]7)[CH2:44][CH2:43]6)[CH2:50][CH2:49]5)=[O:29])=[C:21]5[C:25]=4[O:24][C:23]([CH3:27])([CH3:26])[CH2:22]5)[N:12]=[CH:11][C:10]=3[N:9]([CH3:31])[C:8](=[O:32])[C@H:7]2[CH2:33][CH3:34])[CH2:5][CH2:4][CH2:3][CH2:2]1. The yield is 0.590.